From a dataset of Full USPTO retrosynthesis dataset with 1.9M reactions from patents (1976-2016). Predict the reactants needed to synthesize the given product. (1) Given the product [N+:6]([C:9]1[CH:17]=[C:16]2[C:12]([CH2:13][CH2:14][CH:15]2[C:3]([NH2:2])=[O:4])=[CH:11][CH:10]=1)([O-:8])=[O:7], predict the reactants needed to synthesize it. The reactants are: C[N:2](C)[CH:3]=[O:4].[N+:6]([C:9]1[CH:17]=[C:16]2[C:12]([CH2:13][CH2:14][CH:15]2C(O)=O)=[CH:11][CH:10]=1)([O-:8])=[O:7].S(Cl)(Cl)=O.C1(C)C=CC=CC=1. (2) Given the product [CH2:1]([NH:5][C:6]1[N:14]=[C:13]([C:15]([F:18])([F:17])[F:16])[CH:12]=[CH:11][C:7]=1[C:8]([NH:54][C:50]([CH3:51])([C:52]#[CH:53])[CH3:49])=[O:10])[CH:2]([CH3:3])[CH3:4], predict the reactants needed to synthesize it. The reactants are: [CH2:1]([NH:5][C:6]1[N:14]=[C:13]([C:15]([F:18])([F:17])[F:16])[CH:12]=[CH:11][C:7]=1[C:8]([OH:10])=O)[CH:2]([CH3:4])[CH3:3].CCN=C=NCCCN(C)C.C1C=CC2N(O)N=NC=2C=1.CCN(C(C)C)C(C)C.[CH3:49][C:50]([NH2:54])([C:52]#[CH:53])[CH3:51]. (3) Given the product [CH2:5]=[CH:4][CH:3]([SH:2])[CH2:6][CH2:7][CH2:8][CH2:9][CH2:10][CH2:11][CH2:12][CH2:13][CH2:14][CH3:15], predict the reactants needed to synthesize it. The reactants are: C(SC)(=O)[S:2][CH:3]([CH2:6][CH2:7][CH2:8][CH2:9][CH2:10][CH2:11][CH2:12][CH2:13][CH2:14][CH3:15])[CH:4]=[CH2:5].C(CN)O. (4) Given the product [NH3:2].[Cl:8][C:9]1[CH:14]=[C:13]([N:15]([CH3:1])[CH3:16])[C:12]([C:17]2[CH:18]=[N:19][N:20]([CH3:22])[CH:21]=2)=[CH:11][N:10]=1, predict the reactants needed to synthesize it. The reactants are: [CH3:1][N:2](C=O)C.[H-].[Na+].[Cl:8][C:9]1[CH:14]=[C:13]([NH:15][CH3:16])[C:12]([C:17]2[CH:18]=[N:19][N:20]([CH3:22])[CH:21]=2)=[CH:11][N:10]=1.IC. (5) Given the product [CH2:28]([O:27][C:20]1[CH:19]=[C:18]([C:16](=[O:17])[CH2:15][CH2:14][C:13]([NH:12][C:7]2[CH:6]=[C:5]([C:31]3[CH:32]=[CH:33][C:34]([CH3:37])=[CH:35][CH:36]=3)[C:4]3[C:9](=[CH:10][CH:11]=[C:2](/[CH:38]=[CH:40]/[C:41]([O:43][CH2:44][CH3:45])=[O:42])[CH:3]=3)[N:8]=2)=[O:30])[CH:23]=[CH:22][C:21]=1[O:24][CH2:25][CH3:26])[CH3:29], predict the reactants needed to synthesize it. The reactants are: Br[C:2]1[CH:3]=[C:4]2[C:9](=[CH:10][CH:11]=1)[N:8]=[C:7]([NH:12][C:13](=[O:30])[CH2:14][CH2:15][C:16]([C:18]1[CH:23]=[CH:22][C:21]([O:24][CH2:25][CH3:26])=[C:20]([O:27][CH2:28][CH3:29])[CH:19]=1)=[O:17])[CH:6]=[C:5]2[C:31]1[CH:36]=[CH:35][C:34]([CH3:37])=[CH:33][CH:32]=1.[CH:38]([CH2:40][C:41]([O:43][CH2:44][CH3:45])=[O:42])=C.C(P(CCCC)CCCC)CCC.Cl. (6) Given the product [Cl:1][C:2]1[CH:7]=[CH:6][C:5]([C:8]2[NH:18][C:19]3[N:23]([N:22]=[C:21]([CH2:24][CH3:25])[C:20]=3[C:26]#[N:27])[C:10](=[O:12])[CH:9]=2)=[CH:4][C:3]=1[O:16][CH3:17], predict the reactants needed to synthesize it. The reactants are: [Cl:1][C:2]1[CH:7]=[CH:6][C:5]([C:8](=O)[CH2:9][C:10]([O:12]CC)=O)=[CH:4][C:3]=1[O:16][CH3:17].[NH2:18][C:19]1[NH:23][N:22]=[C:21]([CH2:24][CH3:25])[C:20]=1[C:26]#[N:27]. (7) Given the product [CH:16]1([CH2:15][CH2:14][N:11]2[CH2:12][CH2:13][N:9]([C:7]3[S:8][C:4]([C:1]4[CH:2]=[CH:26][NH:24][N:30]=4)=[C:5]([CH3:20])[N:6]=3)[C:10]2=[O:19])[CH2:18][CH2:17]1, predict the reactants needed to synthesize it. The reactants are: [C:1]([C:4]1[S:8][C:7]([N:9]2[CH2:13][CH2:12][N:11]([CH2:14][CH2:15][CH:16]3[CH2:18][CH2:17]3)[C:10]2=[O:19])=[N:6][C:5]=1[CH3:20])(=O)[CH3:2].COC(OC)[N:24]([CH3:26])C.O.[NH2:30]N.